The task is: Predict the reactants needed to synthesize the given product.. This data is from Full USPTO retrosynthesis dataset with 1.9M reactions from patents (1976-2016). (1) Given the product [F:13][C:2]([F:1])([F:12])[C:3]([C:5]1([S:8]([NH2:11])(=[O:9])=[O:10])[CH2:7][CH2:6]1)([OH:4])[CH3:14], predict the reactants needed to synthesize it. The reactants are: [F:1][C:2]([F:13])([F:12])[C:3]([C:5]1([S:8]([NH2:11])(=[O:10])=[O:9])[CH2:7][CH2:6]1)=[O:4].[CH3:14][Mg]Br.[Cl-].[NH4+]. (2) Given the product [CH2:4]([C:6]1[O:10][C:9]([CH2:11][CH2:12][NH:13][C:14]([NH:16][C:17]2[S:18][C:19]([C:23]3[CH:28]=[C:27]([CH3:29])[N:26]=[C:25]([O:2][CH3:1])[N:24]=3)=[C:20]([CH3:22])[N:21]=2)=[O:15])=[N:8][CH:7]=1)[CH3:5], predict the reactants needed to synthesize it. The reactants are: [CH3:1][O-:2].[Na+].[CH2:4]([C:6]1[O:10][C:9]([CH2:11][CH2:12][NH:13][C:14]([NH:16][C:17]2[S:18][C:19]([C:23]3[CH:28]=[C:27]([CH3:29])[N:26]=[C:25](S(C)=O)[N:24]=3)=[C:20]([CH3:22])[N:21]=2)=[O:15])=[N:8][CH:7]=1)[CH3:5].